Predict the reaction yield, written as a fraction of the theoretical maximum amount of product (1.0 means a 100% yield; for example, 0.34 means a 34% yield). From a dataset of Reaction yield outcomes from USPTO patents with 853,638 reactions. (1) The reactants are [OH:1][C:2]1[CH:7]=[CH:6][C:5]([C:8](=[O:10])[CH3:9])=[C:4]([CH3:11])[CH:3]=1.N1C=CC=CC=1.[F:18][C:19]([F:32])([F:31])[S:20](O[S:20]([C:19]([F:32])([F:31])[F:18])(=[O:22])=[O:21])(=[O:22])=[O:21]. The catalyst is ClCCl. The product is [F:18][C:19]([F:32])([F:31])[S:20]([O:1][C:2]1[CH:7]=[CH:6][C:5]([C:8](=[O:10])[CH3:9])=[C:4]([CH3:11])[CH:3]=1)(=[O:22])=[O:21]. The yield is 0.900. (2) The reactants are [C:1]([C:3]1[CH:8]=[C:7]([O:9][CH3:10])[C:6]([O:11][CH2:12][C:13]2[CH:18]=[CH:17][CH:16]=[C:15]([S:19]([CH2:27][CH3:28])(=[N:21][C:22]([O:24][CH2:25][CH3:26])=[O:23])=[O:20])[CH:14]=2)=[CH:5][C:4]=1[N:29]=[CH:30]N(C)C)#[N:2].[NH2:34][C:35]1[S:36][CH:37]=[CH:38][N:39]=1.ClCCl.CO. The catalyst is CO. The product is [CH2:25]([O:24][C:22]([N:21]=[S:19]([CH2:27][CH3:28])([C:15]1[CH:16]=[CH:17][CH:18]=[C:13]([CH2:12][O:11][C:6]2[CH:5]=[C:4]3[C:3]([C:1]([NH:34][C:35]4[S:36][CH:37]=[CH:38][N:39]=4)=[N:2][CH:30]=[N:29]3)=[CH:8][C:7]=2[O:9][CH3:10])[CH:14]=1)=[O:20])=[O:23])[CH3:26]. The yield is 0.720. (3) The reactants are [Cl:1][C:2]1[CH:7]=[CH:6][C:5]([S:8]([N:11]([C@H:22]([CH2:26][CH:27]([CH3:29])[CH3:28])[C:23]([NH2:25])=[O:24])[CH2:12][C:13]2[CH:18]=[CH:17][C:16]([CH2:19][NH:20][CH3:21])=[CH:15][CH:14]=2)(=[O:10])=[O:9])=[CH:4][CH:3]=1.[OH:30]N1C2C=CC=CC=2N=N1.Cl.[CH3:41][N:42]([CH3:51])[CH2:43][CH2:44]CN=C=NCC. The catalyst is C(Cl)Cl. The product is [Cl:1][C:2]1[CH:3]=[CH:4][C:5]([S:8]([N:11]([C@H:22]([CH2:26][CH:27]([CH3:29])[CH3:28])[C:23]([NH2:25])=[O:24])[CH2:12][C:13]2[CH:18]=[CH:17][C:16]([CH2:19][N:20]([C:44](=[O:30])[CH2:43][N:42]([CH3:51])[CH3:41])[CH3:21])=[CH:15][CH:14]=2)(=[O:10])=[O:9])=[CH:6][CH:7]=1. The yield is 0.680. (4) The reactants are [F:1][C:2]([F:13])([F:12])[C:3]1[CH:8]=[CH:7][CH:6]=[CH:5][C:4]=1B(O)O.Br[CH:15]=[C:16]1[C:22]2[CH:23]=[CH:24][C:25]([Cl:27])=[CH:26][C:21]=2[CH2:20][CH2:19][C:18]2[CH:28]=[CH:29][CH:30]=[CH:31][C:17]1=2. No catalyst specified. The product is [Cl:27][C:25]1[CH:24]=[CH:23][C:22]2[C:16](=[CH:15][C:4]3[CH:5]=[CH:6][CH:7]=[CH:8][C:3]=3[C:2]([F:13])([F:12])[F:1])[C:17]3[CH:31]=[CH:30][CH:29]=[CH:28][C:18]=3[CH2:19][CH2:20][C:21]=2[CH:26]=1. The yield is 0.900. (5) The reactants are [OH:1][C:2]1[CH:11]=[CH:10][C:5]([C:6]([O:8][CH3:9])=[O:7])=[CH:4][CH:3]=1.[CH:12]([N:15]([CH:26]([CH3:28])[CH3:27])[CH2:16][CH2:17][CH:18]([C:20]1[CH:25]=[CH:24][CH:23]=[CH:22][CH:21]=1)O)([CH3:14])[CH3:13]. The catalyst is CS(O)(=O)=O. The product is [CH:26]([N:15]([CH:12]([CH3:14])[CH3:13])[CH2:16][CH2:17][CH:18]([C:11]1[CH:10]=[C:5]([CH:4]=[CH:3][C:2]=1[OH:1])[C:6]([O:8][CH3:9])=[O:7])[C:20]1[CH:21]=[CH:22][CH:23]=[CH:24][CH:25]=1)([CH3:28])[CH3:27]. The yield is 0.920. (6) The reactants are [OH:1][C:2]1[C:7]2[CH:8]=[CH:9][S:10][C:6]=2[CH:5]=[CH:4][CH:3]=1.[OH-].[K+].[C:13]([OH:17])(=[O:16])[CH:14]=[O:15].Cl.[CH2:19]([N:23]([CH2:28][CH2:29][CH2:30][CH3:31])[CH2:24][CH2:25][CH2:26][CH3:27])[CH2:20][CH2:21][CH3:22]. The catalyst is O.COC(C)(C)C. The product is [OH:15][CH:14]([C:5]1[C:6]2[S:10][CH:9]=[CH:8][C:7]=2[C:2]([OH:1])=[CH:3][CH:4]=1)[C:13]([O-:17])=[O:16].[CH2:28]([NH+:23]([CH2:19][CH2:20][CH2:21][CH3:22])[CH2:24][CH2:25][CH2:26][CH3:27])[CH2:29][CH2:30][CH3:31]. The yield is 0.531. (7) The reactants are [Br:1][C:2]1[CH:3]=[C:4]([N+:12]([O-])=O)[C:5]([CH3:11])=[C:6]([CH:10]=1)[C:7]([OH:9])=[O:8].[Cl-].[NH4+]. The catalyst is C(O)C.O.[Fe]. The product is [NH2:12][C:4]1[C:5]([CH3:11])=[C:6]([CH:10]=[C:2]([Br:1])[CH:3]=1)[C:7]([OH:9])=[O:8]. The yield is 0.760. (8) The reactants are [CH2:1]([C:3]1([CH2:14][CH3:15])[O:7][B:6]([OH:8])[C:5]2[CH:9]=[C:10]([CH3:13])[CH:11]=[CH:12][C:4]1=2)[CH3:2].C1C(=O)N([Br:23])C(=O)C1. The catalyst is C(Cl)(Cl)(Cl)Cl. The product is [Br:23][CH2:13][C:10]1[CH:11]=[CH:12][C:4]2[C:3]([CH2:1][CH3:2])([CH2:14][CH3:15])[O:7][B:6]([OH:8])[C:5]=2[CH:9]=1. The yield is 0.720.